Predict the product of the given reaction. From a dataset of Forward reaction prediction with 1.9M reactions from USPTO patents (1976-2016). (1) Given the reactants [Cl:1][C:2]1[C:3](C(N)=O)=[N:4][CH:5]=[CH:6][C:7]=1[O:8][C:9]1[CH:14]=[C:13]([F:15])[C:12]([NH:16][C:17]([C:19]2[C:20](=[O:32])[N:21]([C:26]3[CH:31]=[CH:30][CH:29]=[CH:28][CH:27]=3)[N:22]([CH3:25])[C:23]=2[CH3:24])=[O:18])=[CH:11][C:10]=1[F:33].C(O)(=O)C.C(O)(=O)C.IC1C=CC=CC=1.CC#[N:54], predict the reaction product. The product is: [NH2:54][C:3]1[C:2]([Cl:1])=[C:7]([O:8][C:9]2[C:10]([F:33])=[CH:11][C:12]([NH:16][C:17]([C:19]3[C:20](=[O:32])[N:21]([C:26]4[CH:27]=[CH:28][CH:29]=[CH:30][CH:31]=4)[N:22]([CH3:25])[C:23]=3[CH3:24])=[O:18])=[C:13]([F:15])[CH:14]=2)[CH:6]=[CH:5][N:4]=1. (2) Given the reactants [O:1]1[CH2:6][CH2:5][N:4]([C:7]2[CH:16]=[CH:15][C:10]3[O:11][CH2:12][CH2:13][NH:14][C:9]=3[CH:8]=2)[CH2:3][CH2:2]1.Cl[C:18]1[C:27]2[C:22](=[CH:23][CH:24]=[C:25]([Cl:28])[CH:26]=2)[N:21]=[C:20]([CH3:29])[C:19]=1[CH3:30], predict the reaction product. The product is: [Cl:28][C:25]1[CH:26]=[C:27]2[C:22](=[CH:23][CH:24]=1)[N:21]=[C:20]([CH3:29])[C:19]([CH3:30])=[C:18]2[N:14]1[C:9]2[CH:8]=[C:7]([N:4]3[CH2:5][CH2:6][O:1][CH2:2][CH2:3]3)[CH:16]=[CH:15][C:10]=2[O:11][CH2:12][CH2:13]1. (3) Given the reactants [C:1]1([C:7]2[N:8]=[C:9]([N:12]3[CH2:17][CH2:16][N:15]([C:18]([NH:20][C:21]4[CH:22]=[N:23][CH:24]=[CH:25][CH:26]=4)=[O:19])[CH2:14][CH2:13]3)[S:10][CH:11]=2)[CH:6]=[CH:5][CH:4]=[CH:3][CH:2]=1.[ClH:27], predict the reaction product. The product is: [ClH:27].[C:1]1([C:7]2[N:8]=[C:9]([N:12]3[CH2:17][CH2:16][N:15]([C:18]([NH:20][C:21]4[CH:22]=[N:23][CH:24]=[CH:25][CH:26]=4)=[O:19])[CH2:14][CH2:13]3)[S:10][CH:11]=2)[CH:2]=[CH:3][CH:4]=[CH:5][CH:6]=1. (4) Given the reactants [F:1][C:2]1[CH:10]=[C:9]([C:11]2[O:15][CH:14]=[N:13][CH:12]=2)[CH:8]=[C:7]([F:16])[C:3]=1[C:4]([OH:6])=O.[C:17]([O:21][C:22]([N:24]1[CH2:29][CH2:28][CH:27]([NH:30][CH:31]2[CH2:33][CH2:32]2)[CH2:26][CH2:25]1)=[O:23])([CH3:20])([CH3:19])[CH3:18], predict the reaction product. The product is: [C:17]([O:21][C:22]([N:24]1[CH2:29][CH2:28][CH:27]([N:30]([CH:31]2[CH2:32][CH2:33]2)[C:4](=[O:6])[C:3]2[C:7]([F:16])=[CH:8][C:9]([C:11]3[O:15][CH:14]=[N:13][CH:12]=3)=[CH:10][C:2]=2[F:1])[CH2:26][CH2:25]1)=[O:23])([CH3:20])([CH3:18])[CH3:19].